This data is from Choline transporter screen with 302,306 compounds. The task is: Binary Classification. Given a drug SMILES string, predict its activity (active/inactive) in a high-throughput screening assay against a specified biological target. (1) The drug is FC(F)(F)C(Nc1noc(c1)C)(NC(OCC)=O)C(F)(F)F. The result is 0 (inactive). (2) The compound is S(C=1N(CCN1)C(=O)Cc1sccc1)Cc1ccc(F)cc1. The result is 0 (inactive). (3) The molecule is S(=O)(=O)(NCC1CCC(CC1)C(=O)NCCCSCCCC)c1ccc(NC(=O)C)cc1. The result is 0 (inactive).